From a dataset of Forward reaction prediction with 1.9M reactions from USPTO patents (1976-2016). Predict the product of the given reaction. The product is: [CH3:1][O:2][C:3]1[CH:4]=[C:5]2[C:9](=[CH:10][CH:11]=1)[N:8]([S:22]([C:19]1[CH:20]=[CH:21][S:17][CH:18]=1)(=[O:24])=[O:23])[CH:7]=[C:6]2[CH2:12][CH2:13][C:14]([OH:16])=[O:15]. Given the reactants [CH3:1][O:2][C:3]1[CH:4]=[C:5]2[C:9](=[CH:10][CH:11]=1)[NH:8][CH:7]=[C:6]2[CH2:12][CH2:13][C:14]([OH:16])=[O:15].[S:17]1[CH:21]=[CH:20][C:19]([S:22](Cl)(=[O:24])=[O:23])=[CH:18]1, predict the reaction product.